This data is from Reaction yield outcomes from USPTO patents with 853,638 reactions. The task is: Predict the reaction yield, written as a fraction of the theoretical maximum amount of product (1.0 means a 100% yield; for example, 0.34 means a 34% yield). (1) The reactants are [C:1]([O:5][C:6](=[O:17])[CH2:7][CH:8]1[CH2:11][CH:10]([C:12](=[O:14])[CH3:13])[C:9]1([CH3:16])[CH3:15])([CH3:4])([CH3:3])[CH3:2].[C:18](OC)(=[O:25])[C:19]1[CH:24]=[CH:23][CH:22]=[N:21][CH:20]=1. The catalyst is C1COCC1. The product is [C:1]([O:5][C:6](=[O:17])[CH2:7][CH:8]1[CH2:11][CH:10]([C:12](=[O:14])[CH2:13][C:18](=[O:25])[C:19]2[CH:20]=[N:21][CH:22]=[CH:23][CH:24]=2)[C:9]1([CH3:16])[CH3:15])([CH3:4])([CH3:2])[CH3:3]. The yield is 0.490. (2) The reactants are [N:1]1[CH:6]=[CH:5][CH:4]=[C:3]2[C:7](=[N:16]O)[C:8]3[CH:15]=[CH:14][CH:13]=[CH:12][C:9]=3[CH2:10][CH2:11][C:2]=12.CCOCC.[OH-].[Na+]. The catalyst is CCO.CN(C=O)C.[NH4+].[OH-].[Zn]. The product is [N:1]1[CH:6]=[CH:5][CH:4]=[C:3]2[CH:7]([NH2:16])[C:8]3[CH:15]=[CH:14][CH:13]=[CH:12][C:9]=3[CH2:10][CH2:11][C:2]=12. The yield is 0.880.